The task is: Regression. Given a target protein amino acid sequence and a drug SMILES string, predict the binding affinity score between them. We predict pIC50 (pIC50 = -log10(IC50 in M); higher means more potent). Dataset: bindingdb_ic50.. This data is from Drug-target binding data from BindingDB using IC50 measurements. (1) The small molecule is O=C(c1ccc(C[C@@H]2CC[C@H]([C@H](O)c3ccccc3)N2)cc1)N1CCN(Cc2ncn(CC(F)(F)F)n2)CC1. The target protein (P07550) has sequence MGQPGNGSAFLLAPNGSHAPDHDVTQERDEVWVVGMGIVMSLIVLAIVFGNVLVITAIAKFERLQTVTNYFITSLACADLVMGLAVVPFGAAHILMKMWTFGNFWCEFWTSIDVLCVTASIETLCVIAVDRYFAITSPFKYQSLLTKNKARVIILMVWIVSGLTSFLPIQMHWYRATHQEAINCYANETCCDFFTNQAYAIASSIVSFYVPLVIMVFVYSRVFQEAKRQLQKIDKSEGRFHVQNLSQVEQDGRTGHGLRRSSKFCLKEHKALKTLGIIMGTFTLCWLPFFIVNIVHVIQDNLIRKEVYILLNWIGYVNSGFNPLIYCRSPDFRIAFQELLCLRRSSLKAYGNGYSSNGNTGEQSGYHVEQEKENKLLCEDLPGTEDFVGHQGTVPSDNIDSQGRNCSTNDSLL. The pIC50 is 4.7. (2) The small molecule is O=c1oc(Cl)c(Cl)c2ccccc12. The pIC50 is 6.0. The target protein sequence is MIPIKDVNPSRTFPIVNLSIIVACSLIWLYEWSLTDEVIYTFQGAVTKFELFLREWGLVPVELPQKPYTLLTHMFLHGSWGHIIGNMWFLWVFGDNVEDKLGKFRYIIFYILCGLGAALTQTFISLAFGGANVPMVGASGAISGVLGAYMKMFPHARVLALVPVFIFLTLMELPAVIFIGLWFFIQIINGIITLPFIGYGGVAWYAHIGGFITGYLLVDYFRKRSYS. (3) The drug is O=C(NC1CCN(C/C=C/c2ccccc2)CC1)c1ccccc1. The target protein sequence is MSVGAGKEGVGRAVGLRGSRGCQAVEEDPFLDCGAQAPGQGGGGRWRLPQPAWVDGRALHSREQATCTGCMDLQASLLSTGPNASNISDGQDNFTLAGPPPRTRSVSYINIIMPSVFGTICLLGIVGNSTVIFAVVKKSKLHWCSNVPDIFIINLSVVDLLFLLGMPFMIHQLMGNGVWHFGETMCTLITAMDANSQFTSTYILTAMAIDRYLATVHPISSTKFRKPSMATLVICLLWALSFISITPVWLYARLIPFPGGAVGCGIRLPNPDTDLYWFTLYQFFLAFALPFVVITAAYVKILQRMTSSVAPASQRSIRLRTKRVTRTAIAICLVFFVCWAPYYVLQLTQLSISRPTLTFVYLYNAAISLGYANSCLNPFVYIVLCETFRKRLVLSVKPAAQGQLRTVSNAQTADEERTESKGT. The pIC50 is 5.2. (4) The compound is CC[C@H](C)[C@H](NC(=O)[C@H](C)N)C(=O)N[C@@H](C)C(=O)N[C@@H](CCCCN)C(=O)N[C@@H](Cc1ccccc1)C(=O)N[C@@H](CCC(=O)O)C(=O)N[C@@H](CCCNC(=N)N)C(=O)N[C@@H](CC(C)C)C(=O)N[C@@H](CCC(N)=O)C(=O)N[C@H](C(=O)N[C@H](C(=O)N[C@H](C(=O)N[C@@H](CC(N)=O)C(=O)N[C@@H](Cc1ccc(O)cc1)C(=O)N[C@@H](Cc1ccccc1)C(=O)O)[C@@H](C)O)C(C)C)[C@@H](C)O. The pIC50 is 4.2. The target protein (P21146) has sequence MADLEAVLADVSYLMAMEKSKATPAARASKKILLPEPSIRSVMQKYLEDRGEVTFEKIFSQKLGYLLFRDFCLKHLEEAKPLVEFYEEIKKYEKLETEEERLVCSREIFDTYIMKELLACSHPFSKSAIEHVQGHLVKKQVPPDLFQPYIEEICQNLRGDVFQKFIESDKFTRFCQWKNVELNIHLTMNDFSVHRIIGRGGFGEVYGCRKADTGKMYAMKCLDKKRIKMKQGETLALNERIMLSLVSTGDCPFIVCMSYAFHTPDKLSFILDLMNGGDLHYHLSQHGVFSEADMRFYAAEIILGLEHMHNRFVVYRDLKPANILLDEHGHVRISDLGLACDFSKKKPHASVGTHGYMAPEVLQKGVAYDSSADWFSLGCMLFKLLRGHSPFRQHKTKDKHEIDRMTLTMAVELPDSFSPELRSLLEGLLQRDVNRRLGCLGRGAQEVKESPFFRSLDWQMVFLQKYPPPLIPPRGEVNAADAFDIGSFDEEDTKGIKLLD.... (5) The small molecule is CCOc1ccc2[nH]c3c(N4CCN(C(=O)c5ccco5)CC4)ncnc3c2c1. The target protein sequence is MFNPMTPPQVNSYSEPCCLRPLHSQGVPSMGTEGLSGLPFCHQANFMSGSQGYGAARETSSCTEGSLFPPPPPPRSSVKLTKKRALSISPLSDASLDLQTVIRTSPSSLVAFINSRCTSPGGSYGHLSIGTMSPSLGFPPQMSHQKGTSPPYGVQPCVPHDSTRGSMMLHPQARGPRATCQLKSELDMMVGKCPEDPLEGDMSSPNSTGIQDHLLGMLDGREDLEREEKPEPESVYETDCRWDGCSQEFDSQEQLVHHINSEHIHGERKEFVCHWGGCSRELRPFKAQYMLVVHMRRHTGEKPHKCTFEGCRKSYSRLENLKTHLRSHTGEKPYMCEQEGCSKAFSNASDRAKHQNRTHSNEKPYVCKLPGCTKRYTDPSSLRKHVKTVHGPDAHVTKRHRGDGPLPRAQPLSTVEPKREREGGSGREESRLTVPESAMPQQSPGAQSSCSSDHSPAGSAANTDSGVEMAGNAGGSTEDLSSLDEGPCVSATGLSTLRRL.... The pIC50 is 5.2. (6) The compound is O=C(O)c1ccc(C(=O)O)nc1. The target protein (P54001) has sequence MIWGVLMMGILLPQCSAHPGFFTSIGQMTDLIHNEKDLVTSLKDYIKAEEDKLEQIKKWAEKLDRLTSTATKDPEGFVGHPVNAFKLMKRLNTEWSELENLILKDMSDGFISNLTIQRQYFPNDEDQVGAAKALFRLQDTYNLDTNTISKGNLPGVKHKSFLTAEDCFELGKVAYTEADYYHTELWMEQALMQLEEGEMSTVDKVSVLDYLSYAVYQQGDLDKALLLTKKLLELDPEHQRANGNLVYFEYIMSKEKDANKSASGDQSDQKTTPKKKGIAVDYLPERQKYEMLCRGEGIKMTPRRQKRLFCRYHDGNRNPKFILAPAKQEDEWDKPRIIRFHDIISDAEIEIVKDLAKPRLSRATVHDPETGKLTTAQYRVSKSAWLSGYEDPVVSRINMRIQDLTGLDVSTAEELQVANYGVGGQYEPHFDFARKDEPDAFRELGTGNRIATWLFYMSDVSAGGATVFPEVGASVWPKKGTAVFWYNLFASGEGDYSTRH.... The pIC50 is 5.3.